Task: Predict the product of the given reaction.. Dataset: Forward reaction prediction with 1.9M reactions from USPTO patents (1976-2016) (1) Given the reactants [CH2:1]([O:3][C:4]([C:6]1[NH:7][C:8]2[C:13]([C:14]=1[Cl:15])=[CH:12][C:11](Br)=[CH:10][CH:9]=2)=[O:5])[CH3:2].[CH:17]([O:20][C:21]1[CH:26]=[CH:25][C:24](B(O)O)=[CH:23][CH:22]=1)([CH3:19])[CH3:18].BrBr.[I:32]I, predict the reaction product. The product is: [CH2:1]([O:3][C:4]([C:6]1[N:7]([C:24]2[CH:25]=[CH:26][C:21]([O:20][CH:17]([CH3:19])[CH3:18])=[CH:22][CH:23]=2)[C:8]2[C:13]([C:14]=1[Cl:15])=[CH:12][C:11]([I:32])=[CH:10][CH:9]=2)=[O:5])[CH3:2]. (2) Given the reactants FC(F)(F)C(O)=O.[O:8]=[C:9]1[NH:17][C:12]2=[N:13][CH:14]=[CH:15][CH:16]=[C:11]2[N:10]1[CH:18]1[CH2:23][CH2:22][N:21]([C:24]([O:26][C@H:27]2[C:33]3[N:34]=[CH:35][S:36][C:32]=3[C@@H:31]([NH:37]C(OC(C)(C)C)=O)[C@H:30]([C:45]3[CH:50]=[CH:49][CH:48]=[C:47]([F:51])[C:46]=3[F:52])[CH2:29][CH2:28]2)=[O:25])[CH2:20][CH2:19]1, predict the reaction product. The product is: [O:8]=[C:9]1[NH:17][C:12]2=[N:13][CH:14]=[CH:15][CH:16]=[C:11]2[N:10]1[CH:18]1[CH2:19][CH2:20][N:21]([C:24]([O:26][C@H:27]2[C:33]3[N:34]=[CH:35][S:36][C:32]=3[C@@H:31]([NH2:37])[C@H:30]([C:45]3[CH:50]=[CH:49][CH:48]=[C:47]([F:51])[C:46]=3[F:52])[CH2:29][CH2:28]2)=[O:25])[CH2:22][CH2:23]1.